Task: Predict the product of the given reaction.. Dataset: Forward reaction prediction with 1.9M reactions from USPTO patents (1976-2016) (1) Given the reactants [Br:1][C:2]1[CH:7]=[CH:6][CH:5]=[CH:4][C:3]=1[OH:8].C([O-])([O-])=O.[K+].[K+].I[CH2:16][CH3:17], predict the reaction product. The product is: [CH2:16]([O:8][C:3]1[CH:4]=[CH:5][CH:6]=[CH:7][C:2]=1[Br:1])[CH3:17]. (2) The product is: [O:13]1[CH2:18][CH2:17][CH2:16][CH2:15][CH:14]1[O:1][CH2:2][C:3]1[CH:12]=[CH:11][C:6]([C:7]([O:9][CH3:10])=[O:8])=[CH:5][N:4]=1. Given the reactants [OH:1][CH2:2][C:3]1[CH:12]=[CH:11][C:6]([C:7]([O:9][CH3:10])=[O:8])=[CH:5][N:4]=1.[O:13]1[CH:18]=[CH:17][CH2:16][CH2:15][CH2:14]1.CC1C=CC(S(O)(=O)=O)=CC=1, predict the reaction product. (3) The product is: [N+:1]([C:4]1[CH:5]=[C:6]([C:11]2[O:12][C:13]3[CH:19]=[CH:18][C:17]([C:20]4[CH:25]=[CH:24][CH:23]=[CH:22][CH:21]=4)=[CH:16][C:14]=3[N:15]=2)[CH:7]=[CH:8][C:9]=1[C:28]1[CH:29]=[CH:30][S:26][CH:27]=1)([O-:3])=[O:2]. Given the reactants [N+:1]([C:4]1[CH:5]=[C:6]([C:11]2[O:12][C:13]3[CH:19]=[CH:18][C:17]([C:20]4[CH:25]=[CH:24][CH:23]=[CH:22][CH:21]=4)=[CH:16][C:14]=3[N:15]=2)[CH:7]=[CH:8][C:9]=1Cl)([O-:3])=[O:2].[S:26]1[CH:30]=[CH:29][C:28](B(O)O)=[CH:27]1, predict the reaction product. (4) Given the reactants C(Cl)(=O)C(Cl)=O.[C:7]1([CH2:13][N:14]2[CH2:19][CH2:18][O:17][CH:16]([C:20]([OH:22])=O)[CH2:15]2)[CH:12]=[CH:11][CH:10]=[CH:9][CH:8]=1.CN(C=O)C.C(N(CC)CC)C.[NH2:35][CH2:36][C:37]([C:39]1[CH:44]=[CH:43][CH:42]=[CH:41][C:40]=1[Cl:45])=[O:38], predict the reaction product. The product is: [Cl:45][C:40]1[CH:41]=[CH:42][CH:43]=[CH:44][C:39]=1[C:37](=[O:38])[CH2:36][NH:35][C:20]([CH:16]1[O:17][CH2:18][CH2:19][N:14]([CH2:13][C:7]2[CH:8]=[CH:9][CH:10]=[CH:11][CH:12]=2)[CH2:15]1)=[O:22].